From a dataset of Full USPTO retrosynthesis dataset with 1.9M reactions from patents (1976-2016). Predict the reactants needed to synthesize the given product. (1) Given the product [C:7]([O:11][C:12](=[O:29])[NH:13][C@@H:14]([CH2:15][C:16]1[CH:21]=[CH:20][CH:19]=[C:18]([F:22])[CH:17]=1)[CH:23]=[O:28])([CH3:10])([CH3:8])[CH3:9], predict the reactants needed to synthesize it. The reactants are: C(#N)C.C(=O)=O.[C:7]([O:11][C:12](=[O:29])[NH:13][C@H:14]([C:23](=[O:28])NCOC)[CH2:15][C:16]1[CH:21]=[CH:20][CH:19]=[C:18]([F:22])[CH:17]=1)([CH3:10])([CH3:9])[CH3:8].[H-].[H-].[H-].[H-].[Li+].[Al+3].S(=O)(=O)(O)[O-].[K+]. (2) The reactants are: N1([C:6]([C:8]2[C:9]([CH3:16])=[C:10]([CH:14]=O)[NH:11][C:12]=2[CH3:13])=[O:7])C=CN=C1.[NH2:17][CH2:18][C@H:19]([OH:27])[CH2:20][N:21]1[CH2:26][CH2:25][O:24][CH2:23][CH2:22]1.[Cl:28][C:29]1[CH:30]=[C:31]2[C:35](=[CH:36][CH:37]=1)[NH:34][C:33](=[O:38])[CH2:32]2.C1COCC1. Given the product [Cl:28][C:29]1[CH:30]=[C:31]2[C:35](=[CH:36][CH:37]=1)[NH:34][C:33](=[O:38])/[C:32]/2=[CH:14]\[C:10]1[NH:11][C:12]([CH3:13])=[C:8]([C:6]([NH:17][CH2:18][C@H:19]([OH:27])[CH2:20][N:21]2[CH2:22][CH2:23][O:24][CH2:25][CH2:26]2)=[O:7])[C:9]=1[CH3:16], predict the reactants needed to synthesize it.